Dataset: NCI-60 drug combinations with 297,098 pairs across 59 cell lines. Task: Regression. Given two drug SMILES strings and cell line genomic features, predict the synergy score measuring deviation from expected non-interaction effect. (1) Drug 1: CC=C1C(=O)NC(C(=O)OC2CC(=O)NC(C(=O)NC(CSSCCC=C2)C(=O)N1)C(C)C)C(C)C. Drug 2: CS(=O)(=O)OCCCCOS(=O)(=O)C. Cell line: T-47D. Synergy scores: CSS=18.9, Synergy_ZIP=1.68, Synergy_Bliss=-1.15, Synergy_Loewe=-38.5, Synergy_HSA=-5.39. (2) Drug 1: CS(=O)(=O)C1=CC(=C(C=C1)C(=O)NC2=CC(=C(C=C2)Cl)C3=CC=CC=N3)Cl. Drug 2: C1=CC=C(C=C1)NC(=O)CCCCCCC(=O)NO. Cell line: SK-MEL-5. Synergy scores: CSS=16.6, Synergy_ZIP=-6.91, Synergy_Bliss=-2.56, Synergy_Loewe=-21.6, Synergy_HSA=-5.62. (3) Drug 2: CC12CCC3C(C1CCC2OP(=O)(O)O)CCC4=C3C=CC(=C4)OC(=O)N(CCCl)CCCl.[Na+]. Cell line: RPMI-8226. Synergy scores: CSS=14.1, Synergy_ZIP=-3.18, Synergy_Bliss=2.75, Synergy_Loewe=-14.2, Synergy_HSA=-1.41. Drug 1: C1=CC(=CC=C1CC(C(=O)O)N)N(CCCl)CCCl.Cl. (4) Drug 1: CC12CCC(CC1=CCC3C2CCC4(C3CC=C4C5=CN=CC=C5)C)O. Drug 2: CC12CCC3C(C1CCC2=O)CC(=C)C4=CC(=O)C=CC34C. Cell line: NCIH23. Synergy scores: CSS=26.4, Synergy_ZIP=1.43, Synergy_Bliss=2.69, Synergy_Loewe=-5.92, Synergy_HSA=2.40.